From a dataset of Full USPTO retrosynthesis dataset with 1.9M reactions from patents (1976-2016). Predict the reactants needed to synthesize the given product. (1) Given the product [C:11]([C:15]1[CH:20]=[CH:19][CH:18]=[CH:17][C:16]=1[O:21][C:2]1[C:7]([N+:8]([O-:10])=[O:9])=[CH:6][CH:5]=[CH:4][N:3]=1)([CH3:14])([CH3:12])[CH3:13], predict the reactants needed to synthesize it. The reactants are: Cl[C:2]1[C:7]([N+:8]([O-:10])=[O:9])=[CH:6][CH:5]=[CH:4][N:3]=1.[C:11]([C:15]1[CH:20]=[CH:19][CH:18]=[CH:17][C:16]=1[OH:21])([CH3:14])([CH3:13])[CH3:12].C(=O)([O-])[O-].[Cs+].[Cs+]. (2) Given the product [Br:20][C:17]1[CH:18]=[CH:19][C:14]([C:11]2[C:10]3[CH:21]=[CH:22][C:7]([O:6][CH2:5][CH2:4][CH2:3][CH2:2][N:29]4[CH2:30][CH2:31][N:26]([C:23](=[O:25])[CH3:24])[CH2:27][CH2:28]4)=[CH:8][C:9]=3[S:13][N:12]=2)=[CH:15][CH:16]=1, predict the reactants needed to synthesize it. The reactants are: Br[CH2:2][CH2:3][CH2:4][CH2:5][O:6][C:7]1[CH:22]=[CH:21][C:10]2[C:11]([C:14]3[CH:19]=[CH:18][C:17]([Br:20])=[CH:16][CH:15]=3)=[N:12][S:13][C:9]=2[CH:8]=1.[C:23]([N:26]1[CH2:31][CH2:30][NH:29][CH2:28][CH2:27]1)(=[O:25])[CH3:24]. (3) Given the product [CH2:24]([NH:1][C:2]1[CH:3]=[C:4]([C:8]2[N:13]3[N:14]=[CH:15][C:16]([C:17]([C:19]4[S:20][CH:21]=[CH:22][CH:23]=4)=[O:18])=[C:12]3[N:11]=[CH:10][CH:9]=2)[CH:5]=[CH:6][CH:7]=1)/[CH:25]=[CH:26]/[CH2:27][CH3:28], predict the reactants needed to synthesize it. The reactants are: [NH2:1][C:2]1[CH:3]=[C:4]([C:8]2[N:13]3[N:14]=[CH:15][C:16]([C:17]([C:19]4[S:20][CH:21]=[CH:22][CH:23]=4)=[O:18])=[C:12]3[N:11]=[CH:10][CH:9]=2)[CH:5]=[CH:6][CH:7]=1.[CH:24](=O)[CH:25]=[CH:26][CH2:27][CH3:28]. (4) Given the product [Cl:1][C:2]1[N:3]=[C:4]([N:14]2[CH2:19][CH2:18][O:17][CH2:16][CH2:15]2)[C:5]2[S:10][C:9]([CH2:11][N:30]3[CH2:29][CH2:28][N:27]([C:20]([O:22][C:23]([CH3:26])([CH3:25])[CH3:24])=[O:21])[CH2:32][CH2:31]3)=[C:8]([CH3:13])[C:6]=2[N:7]=1, predict the reactants needed to synthesize it. The reactants are: [Cl:1][C:2]1[N:3]=[C:4]([N:14]2[CH2:19][CH2:18][O:17][CH2:16][CH2:15]2)[C:5]2[S:10][C:9]([CH:11]=O)=[C:8]([CH3:13])[C:6]=2[N:7]=1.[C:20]([N:27]1[CH2:32][CH2:31][NH:30][CH2:29][CH2:28]1)([O:22][C:23]([CH3:26])([CH3:25])[CH3:24])=[O:21]. (5) Given the product [Si:39]([O:1][CH2:2][C@H:3]1[CH2:8][CH2:7][C@H:6]([NH:9][C:10]2[C:15]([C:16]([NH2:18])=[O:17])=[CH:14][N:13]=[C:12]3[N:19]([CH2:22][O:23][CH2:24][CH2:25][Si:26]([CH3:29])([CH3:28])[CH3:27])[CH:20]=[CH:21][C:11]=23)[CH2:5][CH2:4]1)([C:35]([CH3:38])([CH3:37])[CH3:36])([CH3:42])[CH3:41], predict the reactants needed to synthesize it. The reactants are: [OH:1][CH2:2][C@H:3]1[CH2:8][CH2:7][C@H:6]([NH:9][C:10]2[C:15]([C:16]([NH2:18])=[O:17])=[CH:14][N:13]=[C:12]3[N:19]([CH2:22][O:23][CH2:24][CH2:25][Si:26]([CH3:29])([CH3:28])[CH3:27])[CH:20]=[CH:21][C:11]=23)[CH2:5][CH2:4]1.N1C=CN=C1.[C:35]([Si:39]([CH3:42])([CH3:41])Cl)([CH3:38])([CH3:37])[CH3:36].O. (6) Given the product [CH3:1][O:2][C:3](=[O:49])[NH:4][C@H:5]([C:9]([N:11]1[CH2:15][CH2:14][CH2:13][C@H:12]1[C:16]1[NH:17][CH:18]=[C:19]([C:21]2[CH:26]=[CH:25][C:24]([C:27]3[CH:32]=[CH:31][C:30]([NH:33][C:34]([C:36]4[CH:37]=[N:38][C:39]([N:42]5[CH2:47][CH2:46][N:45]([C:54]([C@H:52]6[CH2:53][C:51]6([CH3:57])[CH3:50])=[O:55])[CH2:44][C@H:43]5[CH3:48])=[CH:40][CH:41]=4)=[O:35])=[CH:29][CH:28]=3)=[CH:23][CH:22]=2)[N:20]=1)=[O:10])[CH:6]([CH3:8])[CH3:7], predict the reactants needed to synthesize it. The reactants are: [CH3:1][O:2][C:3](=[O:49])[NH:4][C@H:5]([C:9]([N:11]1[CH2:15][CH2:14][CH2:13][C@H:12]1[C:16]1[NH:17][CH:18]=[C:19]([C:21]2[CH:26]=[CH:25][C:24]([C:27]3[CH:32]=[CH:31][C:30]([NH:33][C:34]([C:36]4[CH:37]=[N:38][C:39]([N:42]5[CH2:47][CH2:46][NH:45][CH2:44][C@H:43]5[CH3:48])=[CH:40][CH:41]=4)=[O:35])=[CH:29][CH:28]=3)=[CH:23][CH:22]=2)[N:20]=1)=[O:10])[CH:6]([CH3:8])[CH3:7].[CH3:50][C:51]1([CH3:57])[CH2:53][C@@H:52]1[C:54](O)=[O:55].CN(C)C=O.F[P-](F)(F)(F)(F)F.C[N+](C)=C(N(C)C)ON1C2N=CC=CC=2N=N1.C(N(CC)C(C)C)(C)C. (7) Given the product [CH:35]1([CH2:34][N:1]2[CH:5]=[C:4]([C:6]3[N:11]=[CH:10][C:9]4[CH:12]=[N:13][N:14]([C:15]5[N:20]=[C:19]([N:21]6[CH2:27][CH2:26][CH2:25][N:24]([C:28]([O:30][C:4]([CH3:6])([CH3:5])[CH3:3])=[O:29])[CH2:23][CH2:22]6)[CH:18]=[CH:17][CH:16]=5)[C:8]=4[CH:7]=3)[CH:3]=[N:2]2)[CH2:33][CH2:32]1, predict the reactants needed to synthesize it. The reactants are: [NH:1]1[CH:5]=[C:4]([C:6]2[N:11]=[CH:10][C:9]3[CH:12]=[N:13][N:14]([C:15]4[N:20]=[C:19]([N:21]5[CH2:27][CH2:26][CH2:25][N:24]([C:28]([O-:30])=[O:29])[CH2:23][CH2:22]5)[CH:18]=[CH:17][CH:16]=4)[C:8]=3[CH:7]=2)[CH:3]=[N:2]1.Br[CH2:32][CH:33]1[CH2:35][CH2:34]1.C([O-])([O-])=O.[K+].[K+].